This data is from Reaction yield outcomes from USPTO patents with 853,638 reactions. The task is: Predict the reaction yield, written as a fraction of the theoretical maximum amount of product (1.0 means a 100% yield; for example, 0.34 means a 34% yield). (1) The reactants are [H-].[Na+].[NH2:3][C@@H:4]([CH2:7][CH:8]([CH3:10])[CH3:9])[CH2:5][OH:6].Cl[CH2:12][C:13](OCC)=[O:14].[Cl-].[NH4+]. The catalyst is C1(C)C=CC=CC=1. The product is [CH2:7]([C@@H:4]1[NH:3][C:13](=[O:14])[CH2:12][O:6][CH2:5]1)[CH:8]([CH3:10])[CH3:9]. The yield is 0.700. (2) The reactants are [CH3:1][S:2]([OH:5])(=[O:4])=[O:3].C(OC([NH:13][C@@H:14]([CH2:30][C:31]1[CH:36]=[CH:35][C:34]([OH:37])=[C:33]([OH:38])[CH:32]=1)[C:15]([O:17][CH2:18][C@H:19]([O:21][C:22]([C:24]1[CH:29]=[CH:28][CH:27]=[CH:26][CH:25]=1)=[O:23])[CH3:20])=[O:16])=O)(C)(C)C.C(OC)(C)(C)C. The catalyst is O1CCOCC1. The product is [S:2]([OH:5])(=[O:4])(=[O:3])[CH3:1].[NH2:13][C@@H:14]([CH2:30][C:31]1[CH:36]=[CH:35][C:34]([OH:37])=[C:33]([OH:38])[CH:32]=1)[C:15]([O:17][CH2:18][C@H:19]([O:21][C:22]([C:24]1[CH:29]=[CH:28][CH:27]=[CH:26][CH:25]=1)=[O:23])[CH3:20])=[O:16]. The yield is 0.540.